This data is from Full USPTO retrosynthesis dataset with 1.9M reactions from patents (1976-2016). The task is: Predict the reactants needed to synthesize the given product. (1) Given the product [F:25][C:23]1[CH:24]=[C:19]([C@@:16]2([CH3:18])[N:15]([CH2:27][C:28]([O:30][CH3:37])=[O:29])[C:14](=[O:31])[C:9]3([CH2:10][CH2:11][CH2:12][CH2:13]3)[NH:8][CH2:17]2)[CH:20]=[C:21]([F:26])[CH:22]=1, predict the reactants needed to synthesize it. The reactants are: C(OC([N:8]1[CH2:17][C@:16]([C:19]2[CH:24]=[C:23]([F:25])[CH:22]=[C:21]([F:26])[CH:20]=2)([CH3:18])[N:15]([CH2:27][C:28]([OH:30])=[O:29])[C:14](=[O:31])[C:9]21[CH2:13][CH2:12][CH2:11][CH2:10]2)=O)(C)(C)C.OS(O)(=O)=O.[CH3:37]O. (2) Given the product [C:41]([CH:37]1[CH2:38][CH2:39][CH2:40][CH:35]([NH:34][C:32]([C:23]2[CH:24]=[C:25]([CH:30]=[CH:31][C:22]=2[O:21][CH2:20][CH2:19][CH2:18][C:15]2[CH:16]=[CH:17][C:12]([O:11][CH2:10][CH2:9][CH2:8][CH:5]3[O:4][CH2:3][C:2]([CH3:45])([CH3:1])[CH2:7][O:6]3)=[CH:13][CH:14]=2)[C:26]([O:28][CH3:29])=[O:27])=[O:33])[CH2:36]1)([OH:43])=[O:42], predict the reactants needed to synthesize it. The reactants are: [CH3:1][C:2]1([CH3:45])[CH2:7][O:6][CH:5]([CH2:8][CH2:9][CH2:10][O:11][C:12]2[CH:17]=[CH:16][C:15]([CH2:18][CH2:19][CH2:20][O:21][C:22]3[CH:31]=[CH:30][C:25]([C:26]([O:28][CH3:29])=[O:27])=[CH:24][C:23]=3[C:32]([NH:34][CH:35]3[CH2:40][CH2:39][CH2:38][CH:37]([C:41]([O:43]C)=[O:42])[CH2:36]3)=[O:33])=[CH:14][CH:13]=2)[O:4][CH2:3]1.Cl. (3) Given the product [CH2:33]([O:32][C:30]([C:27]1[N:26]=[N:25][C:24]([C:17]2[C:18]3[C:6](=[O:5])[N:8]4[CH:9]([C:13]=3[N:14]=[C:15]([CH2:40][C:41]3[CH:46]=[CH:45][C:44]([F:47])=[CH:43][CH:42]=3)[C:16]=2[C:35]([O:37][CH2:38][CH3:39])=[O:36])[CH2:10][CH2:11][CH2:12]4)=[CH:29][CH:28]=1)=[O:31])[CH3:34], predict the reactants needed to synthesize it. The reactants are: C([O:5][C:6]([N:8]1[CH2:12][CH2:11][CH2:10][C@H:9]1[C:13]1[C:18](C(OCC)=O)=[C:17]([C:24]2[N:25]=[N:26][C:27]([C:30]([O:32][CH2:33][CH3:34])=[O:31])=[CH:28][CH:29]=2)[C:16]([C:35]([O:37][CH2:38][CH3:39])=[O:36])=[C:15]([CH2:40][C:41]2[CH:46]=[CH:45][C:44]([F:47])=[CH:43][CH:42]=2)[N:14]=1)=O)(C)(C)C.